Task: Predict the reaction yield, written as a fraction of the theoretical maximum amount of product (1.0 means a 100% yield; for example, 0.34 means a 34% yield).. Dataset: Reaction yield outcomes from USPTO patents with 853,638 reactions (1) The reactants are [CH:1]([SiH:4]([CH:19]([CH3:21])[CH3:20])[C:5]1[C:16]([CH3:17])=[CH:15][C:8]([O:9][CH2:10][CH2:11][C:12](O)=[O:13])=[CH:7][C:6]=1[CH3:18])([CH3:3])[CH3:2].Cl.CN(C)CCCN=C=NCC.[CH2:34]([NH2:41])[C:35]1[CH:40]=[CH:39][CH:38]=[CH:37][CH:36]=1. The catalyst is ClCCl. The product is [CH2:34]([NH:41][C:12](=[O:13])[CH2:11][CH2:10][O:9][C:8]1[CH:15]=[C:16]([CH3:17])[C:5]([SiH:4]([CH:1]([CH3:2])[CH3:3])[CH:19]([CH3:20])[CH3:21])=[C:6]([CH3:18])[CH:7]=1)[C:35]1[CH:40]=[CH:39][CH:38]=[CH:37][CH:36]=1. The yield is 0.670. (2) The reactants are [NH2:1][C:2]1[CH:10]=[CH:9][C:5]([CH2:6][C:7]#[N:8])=[CH:4][CH:3]=1.[CH:11](=O)[C:12]1[CH:17]=[CH:16][CH:15]=[CH:14][CH:13]=1.[BH4-].[Na+]. The catalyst is C(O)(=O)C.O. The product is [CH2:11]([NH:1][C:2]1[CH:10]=[CH:9][C:5]([CH2:6][C:7]#[N:8])=[CH:4][CH:3]=1)[C:12]1[CH:17]=[CH:16][CH:15]=[CH:14][CH:13]=1. The yield is 1.00. (3) The reactants are C(O[C:6](=[O:25])[NH:7][C@@H:8]([CH2:18][C:19]1[CH:24]=[CH:23][CH:22]=[CH:21][CH:20]=1)[CH:9]([OH:17])[C:10](=[O:16])[NH:11][CH2:12][CH2:13][O:14][CH3:15])(C)(C)C.FC(F)(F)C(O)=O.C(N(CC)C(C)C)(C)C.[CH2:42]([O:49][C:50]([NH:52][C@@H:53]([CH3:71])[C:54]([NH:56][C@@H:57]([CH2:61][C:62]1[C:70]2[C:65](=[CH:66][CH:67]=[CH:68][CH:69]=2)[NH:64][CH:63]=1)C(O)=O)=[O:55])=[O:51])[C:43]1[CH:48]=[CH:47][CH:46]=[CH:45][CH:44]=1.CN(C(ON1N=NC2C=CC=NC1=2)=[N+](C)C)C.F[P-](F)(F)(F)(F)F. The catalyst is ClCCl. The product is [CH2:42]([O:49][C:50](=[O:51])[NH:52][C@H:53]([C:54](=[O:55])[NH:56][C@H:57]([C:6](=[O:25])[NH:7][C@@H:8]([CH2:18][C:19]1[CH:20]=[CH:21][CH:22]=[CH:23][CH:24]=1)[CH:9]([OH:17])[C:10](=[O:16])[NH:11][CH2:12][CH2:13][O:14][CH3:15])[CH2:61][C:62]1[C:70]2[C:65](=[CH:66][CH:67]=[CH:68][CH:69]=2)[NH:64][CH:63]=1)[CH3:71])[C:43]1[CH:44]=[CH:45][CH:46]=[CH:47][CH:48]=1. The yield is 0.670. (4) The reactants are Br[C:2]1[CH:3]=[CH:4][C:5]2[C:15]3[C:10](=[CH:11][N:12]=[CH:13][CH:14]=3)[C:9]([CH3:17])([CH3:16])[O:8][C:6]=2[CH:7]=1.[C:18](=[O:25])([O:20][C:21]([CH3:24])([CH3:23])[CH3:22])[NH2:19].C([O-])([O-])=O.[Cs+].[Cs+].CC1(C)C2C(=C(P(C3C=CC=CC=3)C3C=CC=CC=3)C=CC=2)OC2C(P(C3C=CC=CC=3)C3C=CC=CC=3)=CC=CC1=2. The catalyst is O1CCOCC1.C([O-])(=O)C.[Pd+2].C([O-])(=O)C. The product is [CH3:16][C:9]1([CH3:17])[C:10]2=[CH:11][N:12]=[CH:13][CH:14]=[C:15]2[C:5]2[CH:4]=[CH:3][C:2]([NH2:19])=[CH:7][C:6]=2[O:8]1.[CH3:16][C:9]1([CH3:17])[C:10]2=[CH:11][N:12]=[CH:13][CH:14]=[C:15]2[C:5]2[CH:4]=[CH:3][C:2]([NH:19][C:18](=[O:25])[O:20][C:21]([CH3:24])([CH3:23])[CH3:22])=[CH:7][C:6]=2[O:8]1. The yield is 0.100.